Dataset: Full USPTO retrosynthesis dataset with 1.9M reactions from patents (1976-2016). Task: Predict the reactants needed to synthesize the given product. (1) Given the product [CH2:1]=[CH2:2].[CH2:1]1[CH:5]2[CH:6]3[CH:10]=[CH:9][CH:8]([CH:4]2[CH:3]=[CH:2]1)[CH2:7]3.[CH:11]12[CH2:17][CH:14]([CH2:15][CH2:16]1)[CH:13]=[CH:12]2, predict the reactants needed to synthesize it. The reactants are: [CH2:1]1[CH:5]2[CH:6]3[CH:10]=[CH:9][CH:8]([CH:4]2[CH:3]=[CH:2]1)[CH2:7]3.[CH:11]12[CH2:17][CH:14]([CH2:15][CH2:16]1)[CH:13]=[CH:12]2. (2) Given the product [CH:19]([N:18]1[C:14]([C:12]2[N:13]=[C:6]3[C:5]4[CH:22]=[CH:23][C:2]([C:32]5[CH:33]=[N:34][C:35]([NH2:38])=[N:36][CH:37]=5)=[CH:3][C:4]=4[O:10][CH2:9][CH2:8][N:7]3[CH:11]=2)=[N:15][CH:16]=[N:17]1)([CH3:21])[CH3:20], predict the reactants needed to synthesize it. The reactants are: Br[C:2]1[CH:23]=[CH:22][C:5]2[C:6]3[N:7]([CH:11]=[C:12]([C:14]4[N:18]([CH:19]([CH3:21])[CH3:20])[N:17]=[CH:16][N:15]=4)[N:13]=3)[CH2:8][CH2:9][O:10][C:4]=2[CH:3]=1.CC1(C)C(C)(C)OB([C:32]2[CH:33]=[N:34][C:35]([NH2:38])=[N:36][CH:37]=2)O1. (3) Given the product [CH3:28][N:4]1[C:3]([CH2:2][N:29]2[CH2:33][CH2:32][CH:31]([N:34]3[CH2:35][CH2:36][O:37][CH2:38][CH2:39]3)[CH2:30]2)=[N:11][C:10]2[C:5]1=[N:6][C:7]([N:18]1[C:22]3[CH:23]=[CH:24][CH:25]=[CH:26][C:21]=3[N:20]=[C:19]1[CH3:27])=[N:8][C:9]=2[N:12]1[CH2:17][CH2:16][O:15][CH2:14][CH2:13]1, predict the reactants needed to synthesize it. The reactants are: Br[CH2:2][C:3]1[N:4]([CH3:28])[C:5]2[C:10]([N:11]=1)=[C:9]([N:12]1[CH2:17][CH2:16][O:15][CH2:14][CH2:13]1)[N:8]=[C:7]([N:18]1[C:22]3[CH:23]=[CH:24][CH:25]=[CH:26][C:21]=3[N:20]=[C:19]1[CH3:27])[N:6]=2.[NH:29]1[CH2:33][CH2:32][CH:31]([N:34]2[CH2:39][CH2:38][O:37][CH2:36][CH2:35]2)[CH2:30]1. (4) Given the product [C:1]([O:5][C:6]([N:8]1[CH2:12][C@@H:11]([CH2:13][N:14]([CH3:15])[C:44](=[O:45])[CH2:43][C:37]2[CH:42]=[CH:41][CH:40]=[CH:39][CH:38]=2)[C@H:10]([CH2:16][N:17]([CH:34]([CH3:36])[CH3:35])[C:18](=[O:33])[C:19]2[CH:24]=[CH:23][C:22]([O:25][CH3:26])=[C:21]([O:27][CH2:28][CH2:29][CH2:30][O:31][CH3:32])[CH:20]=2)[CH2:9]1)=[O:7])([CH3:3])([CH3:4])[CH3:2], predict the reactants needed to synthesize it. The reactants are: [C:1]([O:5][C:6]([N:8]1[CH2:12][C@@H:11]([CH2:13][NH:14][CH3:15])[C@H:10]([CH2:16][N:17]([CH:34]([CH3:36])[CH3:35])[C:18](=[O:33])[C:19]2[CH:24]=[CH:23][C:22]([O:25][CH3:26])=[C:21]([O:27][CH2:28][CH2:29][CH2:30][O:31][CH3:32])[CH:20]=2)[CH2:9]1)=[O:7])([CH3:4])([CH3:3])[CH3:2].[C:37]1([CH2:43][C:44](Cl)=[O:45])[CH:42]=[CH:41][CH:40]=[CH:39][CH:38]=1.C(N(CC)CC)C.C([O-])(O)=O.[Na+]. (5) Given the product [CH3:8][C:5]1[CH:4]=[C:3]2[C:2](=[CH:7][CH:6]=1)[NH:1][C:9](=[O:18])[CH:10]=[CH:11]2, predict the reactants needed to synthesize it. The reactants are: [NH2:1][C:2]1[CH:7]=[CH:6][C:5]([CH3:8])=[CH:4][CH:3]=1.[C:9](Cl)(=[O:18])[CH:10]=[CH:11]C1C=CC=CC=1. (6) Given the product [CH3:2][O:3][C:4]1[CH:5]=[C:6]2[C:9](=[CH:10][C:11]=1[O:12][CH3:13])[C@@H:8]([CH2:14][N:15]([CH3:37])[CH2:16][CH2:17][CH2:18][N:19]1[C:25](=[O:26])[CH2:24][C:23]3[CH:27]=[C:28]([O:33][CH3:34])[C:29]([O:31][CH3:32])=[CH:30][C:22]=3[CH2:21][CH2:20]1)[CH2:7]2, predict the reactants needed to synthesize it. The reactants are: Cl.[CH3:2][O:3][C:4]1[CH:5]=[C:6]2[C:9](=[CH:10][C:11]=1[O:12][CH3:13])[C@@H:8]([CH2:14][NH:15][CH2:16][CH2:17][CH2:18][N:19]1[C:25](=[O:26])[CH2:24][C:23]3[CH:27]=[C:28]([O:33][CH3:34])[C:29]([O:31][CH3:32])=[CH:30][C:22]=3[CH2:21][CH2:20]1)[CH2:7]2.C=O.[CH3:37]C1C(Br)=C(O)C(Br)=CC=1C1(C2C=C(Br)C(O)=C(Br)C=2C)OS(=O)(=O)C2C=CC=CC1=2.Cl.C([BH3-])#N.[Na+]. (7) Given the product [CH3:33][C:32]([CH3:35])([CH3:34])[C:31]([O:37][CH2:38][O:11][C:10](=[O:12])[C:9]1[CH:13]=[CH:14][CH:15]=[C:7]([CH2:6][CH:5]([NH:4][C:1](=[O:3])[CH3:2])[B:18]2[O:26][CH:25]3[C:20]([CH3:30])([CH:21]4[CH2:27][CH:23]([CH2:24]3)[C:22]4([CH3:29])[CH3:28])[O:19]2)[C:8]=1[O:16][CH3:17])=[O:36], predict the reactants needed to synthesize it. The reactants are: [C:1]([NH:4][CH:5]([B:18]1[O:26][CH:25]2[C:20]([CH3:30])([CH:21]3[CH2:27][CH:23]([CH2:24]2)[C:22]3([CH3:29])[CH3:28])[O:19]1)[CH2:6][C:7]1[C:8]([O:16][CH3:17])=[C:9]([CH:13]=[CH:14][CH:15]=1)[C:10]([OH:12])=[O:11])(=[O:3])[CH3:2].[C:31]([O:37][CH2:38]Cl)(=[O:36])[C:32]([CH3:35])([CH3:34])[CH3:33]. (8) Given the product [OH:5][C:6]1[C:16]2[CH2:15][CH2:14][N:13]([C:17]([O:19][C:20]([CH3:23])([CH3:22])[CH3:21])=[O:18])[CH2:12][CH2:11][C:10]=2[CH:9]=[CH:8][C:7]=1[N+:1]([O-:4])=[O:2], predict the reactants needed to synthesize it. The reactants are: [N+:1]([O-:4])(O)=[O:2].[OH:5][C:6]1[C:16]2[CH2:15][CH2:14][N:13]([C:17]([O:19][C:20]([CH3:23])([CH3:22])[CH3:21])=[O:18])[CH2:12][CH2:11][C:10]=2[CH:9]=[CH:8][CH:7]=1.C(=O)(O)[O-].[Na+]. (9) The reactants are: [CH2:1]([C:3]1[C:4]([C:8]([O:10][CH3:11])=[O:9])=[CH:5][NH:6][CH:7]=1)[CH3:2].[Br:12]N1C(=O)CCC1=O. Given the product [Br:12][C:7]1[NH:6][CH:5]=[C:4]([C:8]([O:10][CH3:11])=[O:9])[C:3]=1[CH2:1][CH3:2], predict the reactants needed to synthesize it. (10) Given the product [CH3:35][S:36]([OH:39])(=[O:38])=[O:37].[Cl:1][C:2]1[CH:7]=[C:6]([O:8][C:9]2[C:18]3[C:13](=[CH:14][C:15]([O:21][CH3:22])=[C:16]([O:19][CH3:20])[CH:17]=3)[N:12]=[CH:11][CH:10]=2)[CH:5]=[CH:4][C:3]=1[NH:23][C:24]([NH:26][C:27]1[CH:31]=[C:30]([CH3:32])[O:29][N:28]=1)=[O:25], predict the reactants needed to synthesize it. The reactants are: [Cl:1][C:2]1[CH:7]=[C:6]([O:8][C:9]2[C:18]3[C:13](=[CH:14][C:15]([O:21][CH3:22])=[C:16]([O:19][CH3:20])[CH:17]=3)[N:12]=[CH:11][CH:10]=2)[CH:5]=[CH:4][C:3]=1[NH:23][C:24]([NH:26][C:27]1[CH:31]=[C:30]([CH3:32])[O:29][N:28]=1)=[O:25].CO.[CH3:35][S:36]([OH:39])(=[O:38])=[O:37].